From a dataset of Reaction yield outcomes from USPTO patents with 853,638 reactions. Predict the reaction yield, written as a fraction of the theoretical maximum amount of product (1.0 means a 100% yield; for example, 0.34 means a 34% yield). (1) The reactants are [CH3:1][O:2][C:3](=[O:16])[C@@H:4]([NH:8][C:9]([O:11][C:12]([CH3:15])([CH3:14])[CH3:13])=[O:10])[CH2:5][CH2:6]Br.[NH:17]1[CH2:22][CH2:21][CH2:20][CH2:19][CH2:18]1. No catalyst specified. The product is [CH3:1][O:2][C:3](=[O:16])[C@@H:4]([NH:8][C:9]([O:11][C:12]([CH3:15])([CH3:14])[CH3:13])=[O:10])[CH2:5][CH2:6][N:17]1[CH2:22][CH2:21][CH2:20][CH2:19][CH2:18]1. The yield is 0.970. (2) The reactants are Br[C:2]1[S:6][C:5]([C:7]([NH:9][C:10]2[CH:15]=[CH:14][CH:13]=[CH:12][C:11]=2[Cl:16])=[O:8])=[CH:4][CH:3]=1.[Cl:17][C:18]1[C:19](B2OC(C)(C)C(C)(C)O2)=[CH:20][C:21]2[S:25][CH:24]=[N:23][C:22]=2[CH:26]=1.C(=O)([O-])[O-].[Na+].[Na+].CC(=O)OCC.[Cl-].[Na+].O. The catalyst is COCCOC.CCO.O.[Pd].C1(P(C2C=CC=CC=2)C2C=CC=CC=2)C=CC=CC=1.C1(P(C2C=CC=CC=2)C2C=CC=CC=2)C=CC=CC=1.C1(P(C2C=CC=CC=2)C2C=CC=CC=2)C=CC=CC=1.C1(P(C2C=CC=CC=2)C2C=CC=CC=2)C=CC=CC=1. The product is [Cl:16][C:11]1[CH:12]=[CH:13][CH:14]=[CH:15][C:10]=1[NH:9][C:7]([C:5]1[S:6][C:2]([C:19]2[C:18]([Cl:17])=[CH:26][C:22]3[N:23]=[CH:24][S:25][C:21]=3[CH:20]=2)=[CH:3][CH:4]=1)=[O:8]. The yield is 0.674. (3) The yield is 0.864. The product is [C:1]1([CH:7]([C:20]2[CH:25]=[CH:24][CH:23]=[CH:22][CH:21]=2)[CH2:8][CH2:9][NH:10][C:11](=[O:19])[C:12]2[CH:17]=[CH:16][CH:15]=[N:14][C:13]=2[NH:30][CH2:29][CH2:28][O:27][CH3:26])[CH:6]=[CH:5][CH:4]=[CH:3][CH:2]=1. The reactants are [C:1]1([CH:7]([C:20]2[CH:25]=[CH:24][CH:23]=[CH:22][CH:21]=2)[CH2:8][CH2:9][NH:10][C:11](=[O:19])[C:12]2[CH:17]=[CH:16][CH:15]=[N:14][C:13]=2F)[CH:6]=[CH:5][CH:4]=[CH:3][CH:2]=1.[CH3:26][O:27][CH2:28][CH2:29][NH2:30]. The catalyst is C1COCC1. (4) The reactants are [Br:1][C:2]1[CH:3]=[N:4][N:5]([CH3:36])[C:6]=1[C:7]1[CH:8]=[C:9]([C:13]([NH:15][C@H:16]([CH2:24][N:25]2C(=O)C3C(=CC=CC=3)C2=O)[CH2:17][CH:18]2[CH2:23][CH2:22][CH2:21][CH2:20][CH2:19]2)=[O:14])[S:10][C:11]=1[Cl:12].NN. The catalyst is O1CCCC1.CO. The product is [NH2:25][CH2:24][C@@H:16]([NH:15][C:13]([C:9]1[S:10][C:11]([Cl:12])=[C:7]([C:6]2[N:5]([CH3:36])[N:4]=[CH:3][C:2]=2[Br:1])[CH:8]=1)=[O:14])[CH2:17][CH:18]1[CH2:19][CH2:20][CH2:21][CH2:22][CH2:23]1. The yield is 0.240. (5) The yield is 0.960. The catalyst is ClCCl. The reactants are [NH:1]1[CH:5]=[CH:4][CH:3]=[N:2]1.C(N(CC)C(C)C)(C)C.[CH3:15][O:16][CH2:17][CH2:18][O:19][CH2:20]Cl.C(=O)([O-])O.[Na+]. The product is [CH3:15][O:16][CH2:17][CH2:18][O:19][CH2:20][N:1]1[CH:5]=[CH:4][CH:3]=[N:2]1. (6) The reactants are [CH3:1][O:2][C:3]1[C:8]([NH2:9])=[CH:7][C:6]([CH2:10][S:11](/[CH:14]=[CH:15]/[C:16]2[C:21]([O:22][CH3:23])=[CH:20][C:19]([O:24][CH3:25])=[CH:18][C:17]=2[O:26][CH3:27])(=[O:13])=[O:12])=[CH:5][N:4]=1.Br[CH2:29][C:30]([O:32][CH2:33][CH3:34])=[O:31].C(=O)([O-])[O-].[K+].[K+]. The catalyst is CN(C=O)C.O. The yield is 0.700. The product is [CH3:1][O:2][C:3]1[C:8]([NH:9][CH2:29][C:30]([O:32][CH2:33][CH3:34])=[O:31])=[CH:7][C:6]([CH2:10][S:11](/[CH:14]=[CH:15]/[C:16]2[C:21]([O:22][CH3:23])=[CH:20][C:19]([O:24][CH3:25])=[CH:18][C:17]=2[O:26][CH3:27])(=[O:13])=[O:12])=[CH:5][N:4]=1. (7) The reactants are [CH3:1][N:2]([CH3:11])[C:3]1[CH:10]=[CH:9][C:6]([CH:7]=O)=[CH:5][CH:4]=1.[CH3:12][C:13]([CH3:15])=[O:14].[OH-].[Na+].O. The catalyst is C(O)C. The product is [CH3:1][N:2]([CH3:11])[C:3]1[CH:10]=[CH:9][C:6]([CH:7]=[CH:12][C:13](=[O:14])[CH:15]=[CH:7][C:6]2[CH:9]=[CH:10][C:3]([N:2]([CH3:11])[CH3:1])=[CH:4][CH:5]=2)=[CH:5][CH:4]=1. The yield is 0.510. (8) The reactants are [CH3:1][O:2][C:3]1[CH:4]=[C:5]([C:13]2[S:14][C:15]3[CH:21]=[CH:20][CH:19]=[CH:18][C:16]=3[N:17]=2)[CH:6]=[C:7]([O:11][CH3:12])[C:8]=1[O:9]C.[Cl-].[Cl-].[Cl-].[Al+3].Cl. The catalyst is C(=S)=S. The product is [OH:9][C:8]1[C:3]([O:2][CH3:1])=[CH:4][C:5]([C:13]2[S:14][C:15]3[CH:21]=[CH:20][CH:19]=[CH:18][C:16]=3[N:17]=2)=[CH:6][C:7]=1[O:11][CH3:12]. The yield is 0.750.